This data is from Reaction yield outcomes from USPTO patents with 853,638 reactions. The task is: Predict the reaction yield, written as a fraction of the theoretical maximum amount of product (1.0 means a 100% yield; for example, 0.34 means a 34% yield). (1) The reactants are Br[C:2]1[CH:20]=[CH:19][C:5]2[CH:6]([CH2:10][NH:11][C:12](=[O:18])[O:13][C:14]([CH3:17])([CH3:16])[CH3:15])[CH2:7][CH2:8][O:9][C:4]=2[CH:3]=1.[CH3:21][NH:22][CH2:23][C:24]1[CH:29]=[CH:28][CH:27]=[CH:26][CH:25]=1.C([O-])([O-])=O.[Cs+].[Cs+]. The catalyst is C1(C)C=CC=CC=1.CC([O-])=O.CC([O-])=O.[Pd+2].C1C=CC(P(C2C(C3C(P(C4C=CC=CC=4)C4C=CC=CC=4)=CC=C4C=3C=CC=C4)=C3C(C=CC=C3)=CC=2)C2C=CC=CC=2)=CC=1. The product is [CH2:23]([N:22]([CH3:21])[C:2]1[CH:20]=[CH:19][C:5]2[CH:6]([CH2:10][NH:11][C:12](=[O:18])[O:13][C:14]([CH3:17])([CH3:16])[CH3:15])[CH2:7][CH2:8][O:9][C:4]=2[CH:3]=1)[C:24]1[CH:29]=[CH:28][CH:27]=[CH:26][CH:25]=1. The yield is 0.650. (2) The reactants are C([O:5][C:6](=[O:18])[CH2:7][NH:8][C:9](=[O:17])[C:10]1[CH:15]=[CH:14][C:13]([OH:16])=[CH:12][CH:11]=1)(C)(C)C.[O:19]([CH2:26][CH2:27]O)[C:20]1[CH:25]=[CH:24][CH:23]=[CH:22][CH:21]=1. No catalyst specified. The product is [O:19]([CH2:26][CH2:27][O:16][C:13]1[CH:12]=[CH:11][C:10]([C:9]([NH:8][CH2:7][C:6]([OH:5])=[O:18])=[O:17])=[CH:15][CH:14]=1)[C:20]1[CH:25]=[CH:24][CH:23]=[CH:22][CH:21]=1. The yield is 0.780.